From a dataset of Forward reaction prediction with 1.9M reactions from USPTO patents (1976-2016). Predict the product of the given reaction. (1) Given the reactants [NH2:1][C:2]1[S:3][C:4]([CH:11]([CH3:13])[CH3:12])=[C:5]([C:7]([O:9][CH3:10])=[O:8])[N:6]=1.[F:14][C:15]1[CH:23]=[CH:22][C:21]([C:24]([F:27])([F:26])[F:25])=[CH:20][C:16]=1[C:17](Cl)=[O:18].C(N(CC)CC)C, predict the reaction product. The product is: [CH:11]([C:4]1[S:3][C:2]([NH:1][C:17](=[O:18])[C:16]2[CH:20]=[C:21]([C:24]([F:25])([F:26])[F:27])[CH:22]=[CH:23][C:15]=2[F:14])=[N:6][C:5]=1[C:7]([O:9][CH3:10])=[O:8])([CH3:13])[CH3:12]. (2) Given the reactants [H-].[Na+].[N+:3]([C:6]1[CH:11]=[CH:10][N:9]=[C:8]2[NH:12][CH:13]=[CH:14][C:7]=12)([O-:5])=[O:4].[CH3:15]I, predict the reaction product. The product is: [CH3:15][N:12]1[C:8]2=[N:9][CH:10]=[CH:11][C:6]([N+:3]([O-:5])=[O:4])=[C:7]2[CH:14]=[CH:13]1. (3) Given the reactants [K].[CH2:2]([O:4][C:5](=[O:11])[CH:6]([C:9]#[N:10])[CH:7]=[O:8])[CH3:3].[CH:12]1[CH:17]=[CH:16][C:15]([P+:18]([C:48]2[CH:53]=[CH:52][CH:51]=[CH:50][CH:49]=2)([C:42]2[CH:47]=[CH:46][CH:45]=[CH:44][CH:43]=2)[CH2:19][CH2:20][CH2:21][CH2:22][P+:23]([C:36]2[CH:41]=[CH:40][CH:39]=[CH:38][CH:37]=2)([C:30]2[CH:35]=[CH:34][CH:33]=[CH:32][CH:31]=2)[C:24]2[CH:29]=[CH:28][CH:27]=[CH:26][CH:25]=2)=[CH:14][CH:13]=1.[Br-].[Br-], predict the reaction product. The product is: [C:30]1([P+:23]([C:24]2[CH:29]=[CH:28][CH:27]=[CH:26][CH:25]=2)([C:36]2[CH:41]=[CH:40][CH:39]=[CH:38][CH:37]=2)[CH2:22][CH2:21][CH2:20][CH2:19][P+:18]([C:42]2[CH:43]=[CH:44][CH:45]=[CH:46][CH:47]=2)([C:15]2[CH:14]=[CH:13][CH:12]=[CH:17][CH:16]=2)[C:48]2[CH:53]=[CH:52][CH:51]=[CH:50][CH:49]=2)[CH:35]=[CH:34][CH:33]=[CH:32][CH:31]=1.[CH2:2]([O:4][C:5](=[O:11])[CH:6]([C:9]#[N:10])[CH:7]=[O:8])[CH3:3]. (4) Given the reactants [CH:1]1([C:4]2[C:14]3[O:13][CH2:12][CH2:11][N:10](C(OC(C)(C)C)=O)[CH2:9][C:8]=3[CH:7]=[CH:6][CH:5]=2)[CH2:3][CH2:2]1.C(OCC)(=O)C.[ClH:28], predict the reaction product. The product is: [ClH:28].[CH:1]1([C:4]2[C:14]3[O:13][CH2:12][CH2:11][NH:10][CH2:9][C:8]=3[CH:7]=[CH:6][CH:5]=2)[CH2:3][CH2:2]1. (5) Given the reactants [Cl:1][C:2]1[N:7]=[C:6]([CH3:8])[CH:5]=[CH:4][CH:3]=1.[C:9](OC)(=[O:16])[C:10]1[CH:15]=[CH:14][CH:13]=[N:12][CH:11]=1, predict the reaction product. The product is: [Cl:1][C:2]1[N:7]=[C:6]([CH2:8][C:9]([C:10]2[CH:11]=[N:12][CH:13]=[CH:14][CH:15]=2)=[O:16])[CH:5]=[CH:4][CH:3]=1.